From a dataset of Catalyst prediction with 721,799 reactions and 888 catalyst types from USPTO. Predict which catalyst facilitates the given reaction. Reactant: [F:1][C:2]1[CH:10]=[CH:9][C:8]([CH2:11][C:12]2[C:21]3[C:16](=[CH:17][CH:18]=[CH:19][CH:20]=3)[C:15](=[O:22])[NH:14][N:13]=2)=[CH:7][C:3]=1[C:4]([OH:6])=O.F[P-](F)(F)(F)(F)F.N1(OC(N(C)C)=[N+](C)C)C2C=CC=CC=2N=N1.[CH2:47]1[NH:52][CH2:51][CH2:50][N:49]2[CH:53]=[CH:54][CH:55]=[C:48]12.C(N(CC)C(C)C)(C)C. Product: [CH2:47]1[N:52]([C:4]([C:3]2[CH:7]=[C:8]([CH2:11][C:12]3[C:21]4[C:16](=[CH:17][CH:18]=[CH:19][CH:20]=4)[C:15](=[O:22])[NH:14][N:13]=3)[CH:9]=[CH:10][C:2]=2[F:1])=[O:6])[CH2:51][CH2:50][N:49]2[CH:53]=[CH:54][CH:55]=[C:48]12. The catalyst class is: 9.